From a dataset of Catalyst prediction with 721,799 reactions and 888 catalyst types from USPTO. Predict which catalyst facilitates the given reaction. (1) Reactant: [F:1][C:2]1[CH:7]=[CH:6][C:5]([C:8]([CH:10]2[CH2:15][CH2:14][N:13]([CH:16]3[CH2:21][CH2:20][NH:19][CH2:18][CH:17]3[OH:22])[CH2:12][CH2:11]2)=[O:9])=[CH:4][CH:3]=1.C(N(CC)CC)C.[F:30][C:31]1[CH:38]=[CH:37][C:34]([CH2:35]Br)=[CH:33][CH:32]=1. Product: [F:30][C:31]1[CH:38]=[CH:37][C:34]([CH2:35][N:19]2[CH2:20][CH2:21][CH:16]([N:13]3[CH2:14][CH2:15][CH:10]([C:8]([C:5]4[CH:6]=[CH:7][C:2]([F:1])=[CH:3][CH:4]=4)=[O:9])[CH2:11][CH2:12]3)[CH:17]([OH:22])[CH2:18]2)=[CH:33][CH:32]=1. The catalyst class is: 2. (2) Reactant: [CH3:1][C:2]1[C:7]([N+:8]([O-:10])=[O:9])=[CH:6][CH:5]=[CH:4][C:3]=1[CH2:11][CH2:12]O.O=P(Cl)(Cl)[Cl:16]. Product: [CH3:1][C:2]1[C:7]([N+:8]([O-:10])=[O:9])=[CH:6][CH:5]=[CH:4][C:3]=1[CH2:11][CH2:12][Cl:16]. The catalyst class is: 11. (3) Reactant: F[C:2]1[CH:7]=[C:6]([O:8][CH3:9])[C:5]([N+:10]([O-:12])=[O:11])=[CH:4][C:3]=1[CH3:13].C(=O)([O-])[O-].[K+].[K+].[CH:20]([N:23]1[CH2:28][CH2:27][NH:26][CH2:25][CH2:24]1)([CH3:22])[CH3:21].O. Product: [CH3:21][CH:20]([N:23]1[CH2:28][CH2:27][N:26]([C:2]2[CH:7]=[C:6]([O:8][CH3:9])[C:5]([N+:10]([O-:12])=[O:11])=[CH:4][C:3]=2[CH3:13])[CH2:25][CH2:24]1)[CH3:22]. The catalyst class is: 16. (4) Reactant: Cl.[CH3:2][O:3][C:4]1[CH:11]=[CH:10][C:7]([C:8]#[N:9])=[CH:6][C:5]=1[O:12][CH:13]1[CH2:18][CH2:17][NH:16][CH2:15][CH2:14]1.Cl[CH2:20][C:21]([NH:23][CH3:24])=[O:22].C(=O)([O-])[O-].[K+].[K+].O. Product: [C:8]([C:7]1[CH:10]=[CH:11][C:4]([O:3][CH3:2])=[C:5]([CH:6]=1)[O:12][CH:13]1[CH2:18][CH2:17][N:16]([CH2:20][C:21]([NH:23][CH3:24])=[O:22])[CH2:15][CH2:14]1)#[N:9]. The catalyst class is: 10. (5) Reactant: [O:1]1[CH2:5][CH2:4][CH:3]([CH2:6][OH:7])[CH2:2]1.[C:8]1([CH3:18])[CH:13]=[CH:12][C:11]([S:14](Cl)(=[O:16])=[O:15])=[CH:10][CH:9]=1.C(N(CC)CC)C. Product: [CH3:18][C:8]1[CH:13]=[CH:12][C:11]([S:14]([O:7][CH2:6][CH:3]2[CH2:4][CH2:5][O:1][CH2:2]2)(=[O:16])=[O:15])=[CH:10][CH:9]=1. The catalyst class is: 305. (6) Reactant: Br[C:2]1[CH:7]=[C:6]([CH3:8])[C:5]([N:9]2[C:13]3[CH:14]=[CH:15][CH:16]=[CH:17][C:12]=3[N:11]([CH2:18][C:19]([F:22])([F:21])[F:20])[C:10]2=[O:23])=[C:4]([CH3:24])[CH:3]=1.[Si:25]([O:32][CH2:33][CH2:34][NH2:35])([C:28]([CH3:31])([CH3:30])[CH3:29])([CH3:27])[CH3:26].C([O-])([O-])=O.[Cs+].[Cs+].CC(C1C=C(C(C)C)C(C2C=CC=CC=2P(C2CCCCC2)C2CCCCC2)=C(C(C)C)C=1)C. Product: [Si:25]([O:32][CH2:33][CH2:34][NH:35][C:2]1[CH:7]=[C:6]([CH3:8])[C:5]([N:9]2[C:13]3[CH:14]=[CH:15][CH:16]=[CH:17][C:12]=3[N:11]([CH2:18][C:19]([F:22])([F:21])[F:20])[C:10]2=[O:23])=[C:4]([CH3:24])[CH:3]=1)([C:28]([CH3:30])([CH3:31])[CH3:29])([CH3:27])[CH3:26]. The catalyst class is: 491.